Dataset: Forward reaction prediction with 1.9M reactions from USPTO patents (1976-2016). Task: Predict the product of the given reaction. Given the reactants [CH3:1][O:2][C:3]1[CH:12]=[CH:11][C:10]2[NH:9][C:8](=O)[C:7]([C:14]3[CH:19]=[CH:18][CH:17]=[CH:16][CH:15]=3)=[N:6][C:5]=2[C:4]=1[C:20]([O:22][CH3:23])=[O:21].P(Cl)(Cl)([Cl:26])=O, predict the reaction product. The product is: [Cl:26][C:8]1[C:7]([C:14]2[CH:19]=[CH:18][CH:17]=[CH:16][CH:15]=2)=[N:6][C:5]2[C:4]([C:20]([O:22][CH3:23])=[O:21])=[C:3]([O:2][CH3:1])[CH:12]=[CH:11][C:10]=2[N:9]=1.